From a dataset of Reaction yield outcomes from USPTO patents with 853,638 reactions. Predict the reaction yield, written as a fraction of the theoretical maximum amount of product (1.0 means a 100% yield; for example, 0.34 means a 34% yield). The reactants are [CH:1]1([C:4]2[N:5]=[C:6]3[C:12]([C:13]([OH:15])=O)=[CH:11][N:10]([CH2:16][O:17][CH2:18][CH2:19][Si:20]([CH3:23])([CH3:22])[CH3:21])[C:7]3=[N:8][CH:9]=2)[CH2:3][CH2:2]1.[NH2:24][C@@H:25]1[CH2:30][CH2:29][CH2:28][N:27]([CH3:31])[C:26]1=[O:32].C(N(CC)CC)C.C1CN([P+](ON2N=NC3C=CC=CC2=3)(N2CCCC2)N2CCCC2)CC1.F[P-](F)(F)(F)(F)F. The catalyst is CN(C=O)C.CCOC(C)=O. The product is [CH3:31][N:27]1[CH2:28][CH2:29][CH2:30][C@@H:25]([NH:24][C:13]([C:12]2[C:6]3[C:7](=[N:8][CH:9]=[C:4]([CH:1]4[CH2:2][CH2:3]4)[N:5]=3)[N:10]([CH2:16][O:17][CH2:18][CH2:19][Si:20]([CH3:21])([CH3:22])[CH3:23])[CH:11]=2)=[O:15])[C:26]1=[O:32]. The yield is 0.740.